Dataset: Forward reaction prediction with 1.9M reactions from USPTO patents (1976-2016). Task: Predict the product of the given reaction. (1) Given the reactants [Cl:1][C:2]1[CH:7]=[CH:6][C:5]([O:8][CH3:9])=[CH:4][C:3]=1[CH2:10][C:11]([C:13]1[CH:14]=[CH:15][C:16]2[O:20][C:19](=[O:21])[N:18]([CH3:22])[C:17]=2[CH:23]=1)=[O:12].[H-].[Na+].[CH3:26]I, predict the reaction product. The product is: [Cl:1][C:2]1[CH:7]=[CH:6][C:5]([O:8][CH3:9])=[CH:4][C:3]=1[CH:10]([CH3:26])[C:11]([C:13]1[CH:14]=[CH:15][C:16]2[O:20][C:19](=[O:21])[N:18]([CH3:22])[C:17]=2[CH:23]=1)=[O:12]. (2) Given the reactants C(Cl)(=O)C(Cl)=O.[CH3:7][O:8][C:9]1[CH:17]=[CH:16][C:12]([C:13]([OH:15])=O)=[CH:11][C:10]=1[N+:18]([O-])=O.CN(C)C=O.[CH3:26][O:27][C:28]1[CH:34]=[CH:33][C:31]([NH2:32])=[CH:30][CH:29]=1, predict the reaction product. The product is: [NH2:18][C:10]1[CH:11]=[C:12]([CH:16]=[CH:17][C:9]=1[O:8][CH3:7])[C:13]([NH:32][C:31]1[CH:33]=[CH:34][C:28]([O:27][CH3:26])=[CH:29][CH:30]=1)=[O:15]. (3) Given the reactants S(Cl)([Cl:3])=O.C(OC([NH:12][C@@H:13]([CH2:17][C:18]([F:21])([F:20])[CH3:19])[C:14]([OH:16])=[O:15])=O)(C)(C)C.[CH3:22]O, predict the reaction product. The product is: [ClH:3].[NH2:12][C@@H:13]([CH2:17][C:18]([F:21])([F:20])[CH3:19])[C:14]([O:16][CH3:22])=[O:15]. (4) Given the reactants [Cl-].[NH4+].[Br:3][C:4]1[CH:9]=[C:8]([N+:10]([O-])=O)[CH:7]=[C:6]([N+:13]([O-])=O)[CH:5]=1, predict the reaction product. The product is: [Br:3][C:4]1[CH:5]=[C:6]([NH2:13])[CH:7]=[C:8]([NH2:10])[CH:9]=1. (5) Given the reactants [NH2:1][C:2]1[CH:9]=[C:8]([Cl:10])[CH:7]=[CH:6][C:3]=1[C:4]#[N:5].N1C=CC=CC=1.[C:17]1([C:23](Cl)=[O:24])[CH:22]=[CH:21][CH:20]=[CH:19][CH:18]=1, predict the reaction product. The product is: [Cl:10][C:8]1[CH:7]=[CH:6][C:3]([C:4]#[N:5])=[C:2]([NH:1][C:23](=[O:24])[C:17]2[CH:22]=[CH:21][CH:20]=[CH:19][CH:18]=2)[CH:9]=1. (6) Given the reactants C([O:3][C:4](=[O:17])[CH2:5][N:6]1[C:14]2[C:9](=[CH:10][CH:11]=[CH:12][CH:13]=2)[C:8]([CH:15]=[O:16])=[CH:7]1)C.[OH-].[Na+].O, predict the reaction product. The product is: [CH:15]([C:8]1[C:9]2[C:14](=[CH:13][CH:12]=[CH:11][CH:10]=2)[N:6]([CH2:5][C:4]([OH:17])=[O:3])[CH:7]=1)=[O:16]. (7) Given the reactants [CH3:1][C:2]1[CH:6]=[C:5]([NH2:7])[N:4]([C:8]2[CH:13]=[CH:12][CH:11]=[CH:10][N:9]=2)[N:3]=1.Cl[C:15]1[CH:23]=[C:22]([F:24])[C:21]([F:25])=[CH:20][C:16]=1[C:17]([OH:19])=[O:18].C(=O)([O-])[O-].[K+].[K+].O, predict the reaction product. The product is: [F:24][C:22]1[C:21]([F:25])=[CH:20][C:16]([C:17]([OH:19])=[O:18])=[C:15]([NH:7][C:5]2[N:4]([C:8]3[CH:13]=[CH:12][CH:11]=[CH:10][N:9]=3)[N:3]=[C:2]([CH3:1])[CH:6]=2)[CH:23]=1.